This data is from Forward reaction prediction with 1.9M reactions from USPTO patents (1976-2016). The task is: Predict the product of the given reaction. (1) Given the reactants [F:1][C:2]([F:30])([F:29])[CH:3]([CH3:28])[CH:4]([C:10]1[CH:15]=[CH:14][C:13]([CH2:16][N:17]2[CH2:25][C:24]3[C:19](=[CH:20][CH:21]=[CH:22][C:23]=3[F:26])[C:18]2=[O:27])=[CH:12][CH:11]=1)[C:5]([O:7]CC)=[O:6].CO.[OH-].[Na+].Cl, predict the reaction product. The product is: [F:30][C:2]([F:1])([F:29])[CH:3]([CH3:28])[CH:4]([C:10]1[CH:11]=[CH:12][C:13]([CH2:16][N:17]2[CH2:25][C:24]3[C:19](=[CH:20][CH:21]=[CH:22][C:23]=3[F:26])[C:18]2=[O:27])=[CH:14][CH:15]=1)[C:5]([OH:7])=[O:6]. (2) Given the reactants ClC1C(C)=CC=CC=1C=O.[Cl:11][C:12]1[C:13]([CH3:20])=[C:14]([CH:17]=[CH:18][CH:19]=1)[CH2:15][OH:16], predict the reaction product. The product is: [Cl:11][C:12]1[C:13]([CH3:20])=[C:14]([CH:17]=[CH:18][CH:19]=1)[CH:15]=[O:16]. (3) Given the reactants [F:1][C:2]1[CH:3]=[C:4]([C:9]2([OH:14])[CH2:13][CH2:12][NH:11][CH2:10]2)[CH:5]=[C:6]([F:8])[CH:7]=1.[CH2:15]=O, predict the reaction product. The product is: [F:1][C:2]1[CH:3]=[C:4]([C:9]2([OH:14])[CH2:13][CH2:12][N:11]([CH3:15])[CH2:10]2)[CH:5]=[C:6]([F:8])[CH:7]=1. (4) Given the reactants [F:1][C:2]1[CH:3]=[C:4]([OH:8])[CH:5]=[CH:6][CH:7]=1.Br[CH2:10][C:11]([NH2:13])=[O:12].C([O-])([O-])=O.[K+].[K+].C([O-])([O-])=O.[Cs+].[Cs+], predict the reaction product. The product is: [F:1][C:2]1[CH:3]=[C:4]([CH:5]=[CH:6][CH:7]=1)[O:8][CH2:10][C:11]([NH2:13])=[O:12]. (5) Given the reactants [F:1][C:2]1[CH:7]=[CH:6][N:5]=[C:4]([N+:8]([O-])=O)[C:3]=1[OH:11], predict the reaction product. The product is: [NH2:8][C:4]1[C:3]([OH:11])=[C:2]([F:1])[CH:7]=[CH:6][N:5]=1. (6) Given the reactants Br[C:2]1[CH:7]=[CH:6][C:5]([C:8]2[O:9][C:10]([C:13]3[CH:18]=[CH:17][C:16]([C:19]([CH3:22])([CH3:21])[CH3:20])=[CH:15][CH:14]=3)=[N:11][N:12]=2)=[CH:4][CH:3]=1.[CH2:23]([Sn](CCCC)(CCCC)C=C)[CH2:24]CC, predict the reaction product. The product is: [C:19]([C:16]1[CH:17]=[CH:18][C:13]([C:10]2[O:9][C:8]([C:5]3[CH:6]=[CH:7][C:2]([CH:23]=[CH2:24])=[CH:3][CH:4]=3)=[N:12][N:11]=2)=[CH:14][CH:15]=1)([CH3:22])([CH3:21])[CH3:20]. (7) Given the reactants [Br:1][C:2]1[CH:3]=[CH:4][C:5]([O:11][CH3:12])=[C:6]([CH:10]=1)[C:7]([OH:9])=O.[NH2:13][C:14]1[C:21]([OH:22])=[CH:20][CH:19]=[CH:18][C:15]=1[C:16]#[N:17], predict the reaction product. The product is: [Br:1][C:2]1[CH:3]=[CH:4][C:5]([O:11][CH3:12])=[C:6]([CH:10]=1)[C:7]([NH:13][C:14]1[C:21]([OH:22])=[CH:20][CH:19]=[CH:18][C:15]=1[C:16]#[N:17])=[O:9].